The task is: Predict the reaction yield, written as a fraction of the theoretical maximum amount of product (1.0 means a 100% yield; for example, 0.34 means a 34% yield).. This data is from Reaction yield outcomes from USPTO patents with 853,638 reactions. (1) The reactants are [F:1][C:2]1[CH:7]=[CH:6][C:5]([S:8]([NH:11][CH:12]([CH2:15][CH3:16])[CH2:13][CH3:14])(=[O:10])=[O:9])=[CH:4][CH:3]=1.Br[CH2:18][C:19]1[CH:20]=[CH:21][C:22]([C:25]#[N:26])=[N:23][CH:24]=1.C([O-])([O-])=O.[K+].[K+]. The catalyst is CN(C=O)C. The product is [C:25]([C:22]1[N:23]=[CH:24][C:19]([CH2:18][N:11]([CH:12]([CH2:15][CH3:16])[CH2:13][CH3:14])[S:8]([C:5]2[CH:4]=[CH:3][C:2]([F:1])=[CH:7][CH:6]=2)(=[O:10])=[O:9])=[CH:20][CH:21]=1)#[N:26]. The yield is 0.380. (2) The reactants are [C:1]([O:5][C:6]([NH:8][C@@H:9]([CH2:13][NH:14][C:15]1[CH:20]=[C:19]([CH3:21])[CH:18]=[C:17]([CH3:22])[C:16]=1[N+:23]([O-])=O)[C:10]([OH:12])=O)=[O:7])([CH3:4])([CH3:3])[CH3:2].C[O:27][C:28](=[O:50])[CH2:29]N1C2C=CC=CC=2NC[C@H](NC(OC(C)(C)C)=O)C1=O.F[C:52]1[CH:57]=[C:56](C)[CH:55]=[C:54]([CH3:59])[C:53]=1[N+]([O-])=O. No catalyst specified. The product is [CH2:59]([O:50][C:28](=[O:27])[CH2:29][N:23]1[C:16]2[C:17]([CH3:22])=[CH:18][C:19]([CH3:21])=[CH:20][C:15]=2[NH:14][CH2:13][C@H:9]([NH:8][C:6]([O:5][C:1]([CH3:2])([CH3:3])[CH3:4])=[O:7])[C:10]1=[O:12])[C:54]1[CH:53]=[CH:52][CH:57]=[CH:56][CH:55]=1. The yield is 0.930. (3) The reactants are [F:1][C:2]1[CH:7]=[CH:6][C:5]([OH:8])=[CH:4][CH:3]=1.F[C:10]1[CH:17]=[CH:16][C:13]([CH:14]=[O:15])=[CH:12][CH:11]=1.C([O-])([O-])=O.[K+].[K+]. The catalyst is CN(C=O)C. The product is [F:1][C:2]1[CH:7]=[CH:6][C:5]([O:8][C:10]2[CH:17]=[CH:16][C:13]([CH:14]=[O:15])=[CH:12][CH:11]=2)=[CH:4][CH:3]=1. The yield is 0.840. (4) The reactants are [NH2:1][C:2]1[CH:3]=[C:4]([NH:16][S:17]([C:20]2[CH:25]=[CH:24][CH:23]=[CH:22][CH:21]=2)(=[O:19])=[O:18])[CH:5]=[CH:6][C:7]=1[NH:8][CH2:9][CH:10]1[CH2:15][CH2:14][CH2:13][CH2:12][CH2:11]1.[CH3:26][C:27]([CH3:34])([CH2:31][CH:32]=[CH2:33])[C:28](O)=O.C(N(C(C)C)CC)(C)C.CN(C(ON1N=NC2C=CC=NC1=2)=[N+](C)C)C.F[P-](F)(F)(F)(F)F. The catalyst is CN(C=O)C. The product is [CH:10]1([CH2:9][N:8]2[C:7]3[CH:6]=[CH:5][C:4]([NH:16][S:17]([C:20]4[CH:21]=[CH:22][CH:23]=[CH:24][CH:25]=4)(=[O:19])=[O:18])=[CH:3][C:2]=3[N:1]=[C:26]2[C:27]([CH3:34])([CH3:28])[CH2:31][CH:32]=[CH2:33])[CH2:11][CH2:12][CH2:13][CH2:14][CH2:15]1. The yield is 0.140. (5) The reactants are [F:1][C:2]1[CH:3]=[C:4]2[C:9](=[CH:10][C:11]=1[O:12][CH3:13])[C:8](=[O:14])[NH:7][CH:6]=[CH:5]2. The catalyst is CCO.[Pd]. The product is [F:1][C:2]1[CH:3]=[C:4]2[C:9](=[CH:10][C:11]=1[O:12][CH3:13])[C:8](=[O:14])[NH:7][CH2:6][CH2:5]2. The yield is 0.800. (6) The reactants are [NH2:1][CH2:2][C:3]([F:10])([F:9])[C:4]([O:6][CH2:7][CH3:8])=[O:5].[C:11]1(=O)[CH2:15][CH2:14][CH2:13][CH2:12]1.CC([O-])=O.[Na+].C(O[BH-](OC(=O)C)OC(=O)C)(=O)C.[Na+].C([O-])(O)=O.[Na+]. The catalyst is CCOC(C)=O.C1COCC1. The product is [CH:11]1([NH:1][CH2:2][C:3]([F:10])([F:9])[C:4]([O:6][CH2:7][CH3:8])=[O:5])[CH2:15][CH2:14][CH2:13][CH2:12]1. The yield is 0.890. (7) The yield is 0.100. The reactants are [NH2:1][C:2]1[CH:3]=[C:4]([C:8]2[C:16]3[C:11](=[CH:12][CH:13]=[C:14]([C:17]([NH2:19])=[O:18])[CH:15]=3)[N:10](C3CCCCO3)[N:9]=2)[CH:5]=[CH:6][CH:7]=1.Cl.[N:27]1[CH:32]=[CH:31][CH:30]=[CH:29][C:28]=1[CH2:33][C:34](O)=[O:35].CCN=C=NCCCN(C)C. No catalyst specified. The product is [N:27]1[CH:32]=[CH:31][CH:30]=[CH:29][C:28]=1[CH2:33][C:34]([NH:1][C:2]1[CH:3]=[C:4]([C:8]2[C:16]3[C:11](=[CH:12][CH:13]=[C:14]([C:17]([NH2:19])=[O:18])[CH:15]=3)[NH:10][N:9]=2)[CH:5]=[CH:6][CH:7]=1)=[O:35]. (8) The reactants are [Cl:1][C:2]1[CH:3]=[C:4]([S:10]([N:13]2[CH2:18][CH2:17][CH:16]([NH:19][C:20]3[C:25]([N+:26]([O-])=O)=[CH:24][CH:23]=[CH:22][N:21]=3)[CH2:15][CH2:14]2)(=[O:12])=[O:11])[CH:5]=[CH:6][C:7]=1[O:8][CH3:9].[NH4+].[Cl-]. The catalyst is CCO.O.[Fe]. The product is [Cl:1][C:2]1[CH:3]=[C:4]([S:10]([N:13]2[CH2:18][CH2:17][CH:16]([NH:19][C:20]3[C:25]([NH2:26])=[CH:24][CH:23]=[CH:22][N:21]=3)[CH2:15][CH2:14]2)(=[O:12])=[O:11])[CH:5]=[CH:6][C:7]=1[O:8][CH3:9]. The yield is 0.790. (9) The yield is 0.270. The reactants are Br[C:2]1[C:6]2[C:7]([NH2:12])=[N:8][CH:9]=[C:10](I)[C:5]=2[S:4][CH:3]=1.[CH2:13]([O:16][C:17]1[CH:22]=[CH:21][CH:20]=[CH:19][CH:18]=1)[C:14]#[CH:15].[CH:23]1[CH:28]=CC(P(C2C=CC=CC=2)C2C=CC=CC=2)=C[CH:24]=1.CC[N:44]([CH2:47]C)CC.C[O:50]CCOC.O.C(O)C. The catalyst is Cl[Pd](Cl)([P](C1C=CC=CC=1)(C1C=CC=CC=1)C1C=CC=CC=1)[P](C1C=CC=CC=1)(C1C=CC=CC=1)C1C=CC=CC=1.[Cu]I. The product is [NH2:12][C:7]1[C:6]2[C:2]([C:15]#[C:14][CH2:13][O:16][C:17]3[CH:22]=[CH:21][CH:20]=[CH:19][CH:18]=3)=[CH:3][S:4][C:5]=2[C:10](/[CH:24]=[CH:23]/[C:28]([NH:44][CH3:47])=[O:50])=[CH:9][N:8]=1.